From a dataset of Forward reaction prediction with 1.9M reactions from USPTO patents (1976-2016). Predict the product of the given reaction. (1) Given the reactants CN(C)CC(N1C2C(=CC(OC)=C(NC3N4C(=NC5C(C4=O)=C(F)C=C(F)C=5)C4C=CN(S(C5C=CC(C)=CC=5)(=O)=O)C=4N=3)C=2)CC1)=O.C(N)C.[CH3:52][N:53]([CH3:102])[CH2:54][C:55]([N:57]1[C:65]2[C:60](=[CH:61][C:62]([O:100][CH3:101])=[C:63]([NH:66][C:67]3[N:68]=[C:69]([NH:86][C:87]4[CH:97]=[C:96]([F:98])[CH:95]=[C:94]([F:99])[C:88]=4[C:89]([NH:91][CH2:92][CH3:93])=[O:90])[C:70]4[CH:75]=[CH:74][N:73](S(C5C=CC(C)=CC=5)(=O)=O)[C:71]=4[N:72]=3)[CH:64]=2)[CH2:59][CH2:58]1)=[O:56].[OH-].[Na+], predict the reaction product. The product is: [CH3:102][N:53]([CH3:52])[CH2:54][C:55]([N:57]1[C:65]2[C:60](=[CH:61][C:62]([O:100][CH3:101])=[C:63]([NH:66][C:67]3[NH:72][C:71]4=[N:73][CH:74]=[CH:75][C:70]4=[C:69]([NH:86][C:87]4[CH:97]=[C:96]([F:98])[CH:95]=[C:94]([F:99])[C:88]=4[C:89]([NH:91][CH2:92][CH3:93])=[O:90])[N:68]=3)[CH:64]=2)[CH2:59][CH2:58]1)=[O:56]. (2) Given the reactants [C:1]([C:5]1[CH:9]=[C:8]([NH:10][C:11](=[O:19])OC2C=CC=CC=2)[N:7]([CH:20]([CH3:22])[CH3:21])[N:6]=1)([CH3:4])([CH3:3])[CH3:2].C(N(CC)C(C)C)(C)C.[CH3:32][O:33][C:34]1[CH:35]=[C:36]2[C:41](=[CH:42][C:43]=1[O:44][CH3:45])[N:40]=[CH:39][N:38]=[C:37]2[O:46][C:47]1[CH:48]=[C:49]([CH:51]=[CH:52][CH:53]=1)[NH2:50], predict the reaction product. The product is: [C:1]([C:5]1[CH:9]=[C:8]([NH:10][C:11]([NH:50][C:49]2[CH:51]=[CH:52][CH:53]=[C:47]([O:46][C:37]3[C:36]4[C:41](=[CH:42][C:43]([O:44][CH3:45])=[C:34]([O:33][CH3:32])[CH:35]=4)[N:40]=[CH:39][N:38]=3)[CH:48]=2)=[O:19])[N:7]([CH:20]([CH3:21])[CH3:22])[N:6]=1)([CH3:2])([CH3:3])[CH3:4]. (3) Given the reactants O[O:2][S:3]([O-:5])=O.[K+].C([C:9]1[CH:14]=[CH:13][C:12]([N:15]2[C:19]3([CH2:24][CH2:23][CH2:22][CH2:21][CH2:20]3)[C:18](=[O:25])[N:17]([CH2:26][C:27]([NH:29][C:30]3[C:35]([CH:36]([CH3:38])[CH3:37])=[CH:34][CH:33]=[CH:32][C:31]=3[CH:39]([CH3:41])[CH3:40])=[O:28])[C:16]2=[O:42])=[CH:11][CH:10]=1)#N.Cl[CH2:44]Cl, predict the reaction product. The product is: [CH:36]([C:35]1[CH:34]=[CH:33][CH:32]=[C:31]([CH:39]([CH3:41])[CH3:40])[C:30]=1[NH:29][C:27](=[O:28])[CH2:26][N:17]1[C:18](=[O:25])[C:19]2([CH2:24][CH2:23][CH2:22][CH2:21][CH2:20]2)[N:15]([C:12]2[CH:11]=[CH:10][C:9]([S:3]([CH3:44])(=[O:5])=[O:2])=[CH:14][CH:13]=2)[C:16]1=[O:42])([CH3:37])[CH3:38]. (4) Given the reactants [N+](C1C=C([N+]([O-])=O)C=CC=1[O-])([O-])=O.[NH2:14][N+:15]1[CH:20]=[CH:19][CH:18]=[C:17]([Br:21])[CH:16]=1.[CH3:22][O:23][C:24](=[O:31])[C:25]#[C:26][C:27]([CH3:30])([CH3:29])[CH3:28].C([O-])([O-])=O.[K+].[K+], predict the reaction product. The product is: [CH3:22][O:23][C:24]([C:25]1[C:26]([C:27]([CH3:30])([CH3:29])[CH3:28])=[N:14][N:15]2[CH:16]=[C:17]([Br:21])[CH:18]=[CH:19][C:20]=12)=[O:31]. (5) Given the reactants [C:1]1([CH3:10])[CH:6]=[CH:5][C:4]([C:7](Cl)=[O:8])=[CH:3][CH:2]=1.[Cl-].[Al+3].[Cl-].[Cl-].[C:15]1([S:21]([N:24]2[CH:28]=[CH:27][CH:26]=[CH:25]2)(=[O:23])=[O:22])[CH:20]=[CH:19][CH:18]=[CH:17][CH:16]=1, predict the reaction product. The product is: [C:15]1([S:21]([N:24]2[CH:25]=[CH:26][CH:27]=[C:28]2[C:7]([C:4]2[CH:5]=[CH:6][C:1]([CH3:10])=[CH:2][CH:3]=2)=[O:8])(=[O:23])=[O:22])[CH:16]=[CH:17][CH:18]=[CH:19][CH:20]=1.